From a dataset of Reaction yield outcomes from USPTO patents with 853,638 reactions. Predict the reaction yield, written as a fraction of the theoretical maximum amount of product (1.0 means a 100% yield; for example, 0.34 means a 34% yield). The reactants are [Br-].[CH3:2][CH:3]([CH3:7])[CH2:4][CH2:5][Zn+].[C:8]([O:12][C:13]([N:15]1[C@@H:20]([C@@H:21]([OH:36])[C@@H:22]([NH:32][C:33](=[O:35])[CH3:34])[CH2:23][C:24]2[CH:29]=[C:28]([F:30])[CH:27]=[C:26](Br)[CH:25]=2)[CH2:19][O:18][C@@H:17]([O:37][CH2:38][C:39]([CH3:42])([CH3:41])[CH3:40])[C@@H:16]1[CH3:43])=[O:14])([CH3:11])([CH3:10])[CH3:9]. No catalyst specified. The product is [C:8]([O:12][C:13]([N:15]1[C@@H:20]([C@@H:21]([OH:36])[C@@H:22]([NH:32][C:33](=[O:35])[CH3:34])[CH2:23][C:24]2[CH:25]=[C:26]([CH2:5][CH2:4][CH:3]([CH3:7])[CH3:2])[CH:27]=[C:28]([F:30])[CH:29]=2)[CH2:19][O:18][C@@H:17]([O:37][CH2:38][C:39]([CH3:42])([CH3:41])[CH3:40])[C@@H:16]1[CH3:43])=[O:14])([CH3:11])([CH3:10])[CH3:9]. The yield is 0.780.